Predict the product of the given reaction. From a dataset of Forward reaction prediction with 1.9M reactions from USPTO patents (1976-2016). (1) Given the reactants [NH2:1][C:2]1[N:10]=[CH:9][C:8]([Cl:11])=[CH:7][C:3]=1[C:4]([NH2:6])=[O:5].[Br:12][CH2:13][C:14]1[CH:19]=[C:18]([F:20])[CH:17]=[CH:16][C:15]=1[CH3:21], predict the reaction product. The product is: [BrH:12].[Cl:11][C:8]1[CH:7]=[C:3]([C:4]([NH2:6])=[O:5])[C:2](=[NH:1])[N:10]([CH2:13][C:14]2[CH:19]=[C:18]([F:20])[CH:17]=[CH:16][C:15]=2[CH3:21])[CH:9]=1. (2) Given the reactants [C:1]([O:5][C:6](=[O:36])[NH:7][C@@H:8]1[CH2:13][CH2:12][CH2:11][C:10]([F:15])([F:14])[C@@H:9]1[NH:16][C:17]([C:19]1[S:20][C:21]([CH2:34][CH3:35])=[C:22]([C:24]2[CH:25]=[N:26][N:27]3[CH:32]=[C:31](Br)[CH:30]=[N:29][C:28]=23)[CH:23]=1)=[O:18])([CH3:4])([CH3:3])[CH3:2].[OH-:37].[K+], predict the reaction product. The product is: [C:1]([O:5][C:6](=[O:36])[NH:7][C@@H:8]1[CH2:13][CH2:12][CH2:11][C:10]([F:15])([F:14])[C@@H:9]1[NH:16][C:17]([C:19]1[S:20][C:21]([CH2:34][CH3:35])=[C:22]([C:24]2[CH:25]=[N:26][N:27]3[CH:32]=[C:31]([OH:37])[CH:30]=[N:29][C:28]=23)[CH:23]=1)=[O:18])([CH3:4])([CH3:3])[CH3:2]. (3) Given the reactants [CH3:1][O:2][C:3]1[CH:4]=[C:5]2[C:10](=[CH:11][C:12]=1[O:13][CH3:14])[N:9]=[CH:8][CH:7]=[C:6]2[CH2:15][N:16]1[CH2:25][CH2:24][C:23]2[C:22]([C:26](Cl)=[O:27])=[CH:21][CH:20]=[CH:19][C:18]=2[C:17]1=[O:29].[F:30][C:31]1[CH:37]=[CH:36][C:34]([NH2:35])=[CH:33][C:32]=1[C:38]([F:41])([F:40])[F:39].C(N(CC)C(C)C)(C)C, predict the reaction product. The product is: [CH3:1][O:2][C:3]1[CH:4]=[C:5]2[C:10](=[CH:11][C:12]=1[O:13][CH3:14])[N:9]=[CH:8][CH:7]=[C:6]2[CH2:15][N:16]1[CH2:25][CH2:24][C:23]2[C:22]([C:26]([NH:35][C:34]3[CH:36]=[CH:37][C:31]([F:30])=[C:32]([C:38]([F:41])([F:39])[F:40])[CH:33]=3)=[O:27])=[CH:21][CH:20]=[CH:19][C:18]=2[C:17]1=[O:29]. (4) Given the reactants [Cl:1][C:2]1[S:6][C:5]([C:7]([OH:9])=O)=[CH:4][CH:3]=1.CN(C)C=O.S(Cl)([Cl:17])=O, predict the reaction product. The product is: [Cl:1][C:2]1[S:6][C:5]([C:7]([Cl:17])=[O:9])=[CH:4][CH:3]=1. (5) Given the reactants [Sn].[CH:2]([C:5]1[CH:10]=[C:9]([CH:11]([CH3:13])[CH3:12])[CH:8]=[CH:7][C:6]=1[N+:14]([O-])=O)([CH3:4])[CH3:3].Cl.C(O)(=O)C, predict the reaction product. The product is: [CH:2]([C:5]1[CH:10]=[C:9]([CH:11]([CH3:13])[CH3:12])[CH:8]=[CH:7][C:6]=1[NH2:14])([CH3:4])[CH3:3].